From a dataset of NCI-60 drug combinations with 297,098 pairs across 59 cell lines. Regression. Given two drug SMILES strings and cell line genomic features, predict the synergy score measuring deviation from expected non-interaction effect. Drug 1: CN(CC1=CN=C2C(=N1)C(=NC(=N2)N)N)C3=CC=C(C=C3)C(=O)NC(CCC(=O)O)C(=O)O. Drug 2: C1CCC(C(C1)N)N.C(=O)(C(=O)[O-])[O-].[Pt+4]. Cell line: NCI-H322M. Synergy scores: CSS=57.9, Synergy_ZIP=-0.866, Synergy_Bliss=-2.46, Synergy_Loewe=-57.2, Synergy_HSA=-3.32.